From a dataset of Forward reaction prediction with 1.9M reactions from USPTO patents (1976-2016). Predict the product of the given reaction. (1) Given the reactants C([O:5][C:6]([NH:8][C@H:9]1[CH2:14][C@H:13]([C:15]([O:17][CH2:18][CH3:19])=[O:16])[CH2:12][CH2:11][C@H:10]1[NH:20][C:21]([C:23]1[S:24][C:25]2[CH2:26][N:27]([CH3:32])[CH2:28][CH2:29][C:30]=2[N:31]=1)=[O:22])=O)(C)(C)C.Cl.[Cl:34][C:35]1[CH:36]=[C:37]2[C:41](=[CH:42][CH:43]=1)[NH:40][C:39](C(O)=O)=[CH:38]2, predict the reaction product. The product is: [Cl:34][C:35]1[CH:36]=[C:37]2[C:41](=[CH:42][CH:43]=1)[NH:40][C:39]([C:6]([NH:8][C@H:9]1[CH2:14][C@H:13]([C:15]([O:17][CH2:18][CH3:19])=[O:16])[CH2:12][CH2:11][C@H:10]1[NH:20][C:21]([C:23]1[S:24][C:25]3[CH2:26][N:27]([CH3:32])[CH2:28][CH2:29][C:30]=3[N:31]=1)=[O:22])=[O:5])=[CH:38]2. (2) Given the reactants Cl.NO.[OH-].[Na+].C[N:7](C)[C:8](=[N:10][C:11](=[O:18])[C:12]([O:16][CH3:17])([O:14][CH3:15])[CH3:13])[CH3:9].C([O-])(O)=O.[Na+], predict the reaction product. The product is: [CH3:15][O:14][C:12]([C:11]1[O:18][N:7]=[C:8]([CH3:9])[N:10]=1)([O:16][CH3:17])[CH3:13]. (3) Given the reactants [C:1]([O:5][P:6](=[O:13])([O-:12])[O:7][C:8]([CH3:11])([CH3:10])[CH3:9])([CH3:4])([CH3:3])[CH3:2].C([N+](CCCC)(CCCC)CCCC)CCC.Br[CH2:32][CH2:33][CH2:34][OH:35], predict the reaction product. The product is: [OH:35][CH2:34][CH2:33][CH2:32][O:13][P:6](=[O:12])([O:7][C:8]([CH3:11])([CH3:10])[CH3:9])[O:5][C:1]([CH3:4])([CH3:2])[CH3:3]. (4) Given the reactants [N+:1]([C:4]1[CH:9]=[CH:8][C:7]([N:10]2[C:18]3[CH:17]=[CH:16][N+:15]([O-])=[CH:14][C:13]=3[N:12]=[CH:11]2)=[CH:6][CH:5]=1)([O-:3])=[O:2].C[Si]([C:24]#[N:25])(C)C.CN(C)C(Cl)=O, predict the reaction product. The product is: [N+:1]([C:4]1[CH:9]=[CH:8][C:7]([N:10]2[C:18]3[CH:17]=[CH:16][N:15]=[C:14]([C:24]#[N:25])[C:13]=3[N:12]=[CH:11]2)=[CH:6][CH:5]=1)([O-:3])=[O:2].